From a dataset of Reaction yield outcomes from USPTO patents with 853,638 reactions. Predict the reaction yield, written as a fraction of the theoretical maximum amount of product (1.0 means a 100% yield; for example, 0.34 means a 34% yield). (1) The reactants are [CH:1]1([C:4]2[C:5]([N:26]([CH2:31][CH2:32][CH:33]([CH3:35])[CH3:34])[S:27]([CH3:30])(=[O:29])=[O:28])=[CH:6][C:7]3[O:11][C:10]([C:12]4[CH:17]=[CH:16][C:15]([F:18])=[CH:14][CH:13]=4)=[C:9]([C:19]4[NH:23][C:22](=[O:24])[O:21][N:20]=4)[C:8]=3[CH:25]=2)[CH2:3][CH2:2]1.Br[CH2:37][CH2:38][Cl:39].N12CCCN=C1CCCCC2. The catalyst is CN(C)C(=O)C. The product is [Cl:39][CH2:38][CH2:37][N:23]1[C:22](=[O:24])[O:21][N:20]=[C:19]1[C:9]1[C:8]2[CH:25]=[C:4]([CH:1]3[CH2:3][CH2:2]3)[C:5]([N:26]([CH2:31][CH2:32][CH:33]([CH3:35])[CH3:34])[S:27]([CH3:30])(=[O:28])=[O:29])=[CH:6][C:7]=2[O:11][C:10]=1[C:12]1[CH:17]=[CH:16][C:15]([F:18])=[CH:14][CH:13]=1. The yield is 0.300. (2) The reactants are [OH:1][C:2]1[CH:7]=[C:6]([O:8][CH2:9][CH2:10][O:11][CH3:12])[CH:5]=[CH:4][C:3]=1[CH2:13][CH2:14][C:15]([O:17][CH2:18][CH3:19])=[O:16].[H-].[Na+].Cl[C:23]1[C:28]([Cl:29])=[CH:27][C:26]([C:30]([F:33])([F:32])[F:31])=[CH:25][N:24]=1.O. The catalyst is CN(C)C=O. The product is [Cl:29][C:28]1[C:23]([O:1][C:2]2[CH:7]=[C:6]([O:8][CH2:9][CH2:10][O:11][CH3:12])[CH:5]=[CH:4][C:3]=2[CH2:13][CH2:14][C:15]([O:17][CH2:18][CH3:19])=[O:16])=[N:24][CH:25]=[C:26]([C:30]([F:32])([F:31])[F:33])[CH:27]=1. The yield is 0.840. (3) The reactants are [F:1][C:2]1[CH:7]=[CH:6][C:5]([C:8]2[C:12]3[C:13](=[O:17])[NH:14][CH2:15][CH2:16][C:11]=3[NH:10][C:9]=2[CH:18]=O)=[CH:4][CH:3]=1.[CH3:20][O:21][CH2:22][C:23]([NH:25][C:26]1[CH:27]=[C:28]2[C:32](=[CH:33][CH:34]=1)[NH:31][C:30](=[O:35])[CH2:29]2)=[O:24]. No catalyst specified. The product is [F:1][C:2]1[CH:3]=[CH:4][C:5]([C:8]2[C:12]3[C:13](=[O:17])[NH:14][CH2:15][CH2:16][C:11]=3[NH:10][C:9]=2[CH:18]=[C:29]2[C:28]3[C:32](=[CH:33][CH:34]=[C:26]([NH:25][C:23](=[O:24])[CH2:22][O:21][CH3:20])[CH:27]=3)[NH:31][C:30]2=[O:35])=[CH:6][CH:7]=1. The yield is 0.687. (4) The reactants are [Si:1]([O:8][C@@H:9]([C:25]1[CH:30]=[CH:29][CH:28]=[CH:27][C:26]=1[C:31]1[CH:36]=[CH:35][C:34]([Cl:37])=[CH:33][CH:32]=1)[CH:10]1[CH2:15][CH2:14][N:13]([C:16]2[CH:24]=[CH:23][C:19]([C:20](O)=[O:21])=[CH:18][CH:17]=2)[CH2:12][CH2:11]1)([C:4]([CH3:7])([CH3:6])[CH3:5])([CH3:3])[CH3:2].[CH2:38]([N:40]([CH2:43][C@H:44]1[N:49]([CH2:50][CH2:51][C@@H:52]([NH:61][C:62]2[CH:67]=[CH:66][C:65]([S:68]([NH2:71])(=[O:70])=[O:69])=[CH:64][C:63]=2[S:72]([C:75]([F:78])([F:77])[F:76])(=[O:74])=[O:73])[CH2:53][S:54][C:55]2[CH:60]=[CH:59][CH:58]=[CH:57][CH:56]=2)[CH2:48][CH2:47][O:46][CH2:45]1)[CH2:41][CH3:42])[CH3:39]. No catalyst specified. The product is [Si:1]([O:8][C@@H:9]([C:25]1[CH:30]=[CH:29][CH:28]=[CH:27][C:26]=1[C:31]1[CH:36]=[CH:35][C:34]([Cl:37])=[CH:33][CH:32]=1)[CH:10]1[CH2:15][CH2:14][N:13]([C:16]2[CH:24]=[CH:23][C:19]([C:20]([NH:71][S:68]([C:65]3[CH:66]=[CH:67][C:62]([NH:61][C@H:52]([CH2:51][CH2:50][N:49]4[CH2:48][CH2:47][O:46][CH2:45][C@H:44]4[CH2:43][N:40]([CH2:41][CH3:42])[CH2:38][CH3:39])[CH2:53][S:54][C:55]4[CH:56]=[CH:57][CH:58]=[CH:59][CH:60]=4)=[C:63]([S:72]([C:75]([F:76])([F:78])[F:77])(=[O:74])=[O:73])[CH:64]=3)(=[O:69])=[O:70])=[O:21])=[CH:18][CH:17]=2)[CH2:12][CH2:11]1)([C:4]([CH3:7])([CH3:6])[CH3:5])([CH3:3])[CH3:2]. The yield is 0.550. (5) The reactants are [H-].[Na+].[C:3]([O:7][C:8]([N:10]1[CH2:13][CH:12]([OH:14])[CH2:11]1)=[O:9])([CH3:6])([CH3:5])[CH3:4].CS(O[CH2:20][C:21]1[CH:22]=[N:23][C:24]([C:27]2[S:35][C:34]3[C:29](=[N:30][CH:31]=[CH:32][C:33]=3[O:36][C:37]3[CH:42]=[CH:41][C:40]([NH:43][C:44]([NH:46][CH:47]4[CH2:49][CH2:48]4)=[O:45])=[CH:39][C:38]=3[F:50])[CH:28]=2)=[CH:25][CH:26]=1)(=O)=O. The catalyst is CN(C=O)C. The product is [CH:47]1([NH:46][C:44](=[O:45])[NH:43][C:40]2[CH:41]=[CH:42][C:37]([O:36][C:33]3[CH:32]=[CH:31][N:30]=[C:29]4[CH:28]=[C:27]([C:24]5[N:23]=[CH:22][C:21]([CH2:20][O:14][CH:12]6[CH2:13][N:10]([C:8]([O:7][C:3]([CH3:6])([CH3:4])[CH3:5])=[O:9])[CH2:11]6)=[CH:26][CH:25]=5)[S:35][C:34]=34)=[C:38]([F:50])[CH:39]=2)[CH2:49][CH2:48]1. The yield is 0.320. (6) The reactants are [CH3:1][N:2]([CH3:24])[C:3]1[CH:8]=[CH:7][C:6]([CH:9]2[C:13]3[C:14]([CH3:21])=[C:15]([OH:20])[C:16]([CH3:19])=[C:17]([CH3:18])[C:12]=3[O:11][C:10]2([CH3:23])[CH3:22])=[CH:5][CH:4]=1.[CH3:25][O:26][C:27]1[CH:34]=[CH:33][C:30]([CH2:31]Cl)=[CH:29][CH:28]=1. No catalyst specified. The product is [CH3:24][N:2]([CH3:1])[C:3]1[CH:8]=[CH:7][C:6]([CH:9]2[C:13]3[C:14]([CH3:21])=[C:15]([O:20][CH2:31][C:30]4[CH:33]=[CH:34][C:27]([O:26][CH3:25])=[CH:28][CH:29]=4)[C:16]([CH3:19])=[C:17]([CH3:18])[C:12]=3[O:11][C:10]2([CH3:22])[CH3:23])=[CH:5][CH:4]=1. The yield is 0.420.